Dataset: Reaction yield outcomes from USPTO patents with 853,638 reactions. Task: Predict the reaction yield, written as a fraction of the theoretical maximum amount of product (1.0 means a 100% yield; for example, 0.34 means a 34% yield). (1) The product is [C:29]([C:2]1[CH:7]=[CH:6][C:5]([C:8]2[N:17]=[C:16]([NH:18][C:19]3[NH:20][N:21]=[C:22]([CH3:24])[CH:23]=3)[C:15]3[C:10](=[CH:11][CH:12]=[CH:13][CH:14]=3)[N:9]=2)=[CH:4][CH:3]=1)#[CH:30]. The yield is 0.700. The reactants are Br[C:2]1[CH:7]=[CH:6][C:5]([C:8]2[N:17]=[C:16]([NH:18][C:19]3[NH:20][N:21]=[C:22]([CH3:24])[CH:23]=3)[C:15]3[C:10](=[CH:11][CH:12]=[CH:13][CH:14]=3)[N:9]=2)=[CH:4][CH:3]=1.C[Si]([C:29]#[CH:30])(C)C.C(N(CC)CC)C.CCCC[N+](CCCC)(CCCC)CCCC.[F-]. The catalyst is CN(C=O)C.[Cu]I.Cl[Pd](Cl)([P](C1C=CC=CC=1)(C1C=CC=CC=1)C1C=CC=CC=1)[P](C1C=CC=CC=1)(C1C=CC=CC=1)C1C=CC=CC=1. (2) The reactants are Br[C:2]1[C:7]([F:8])=[CH:6][C:5]([N:9]([C:14]2[C:33]([CH:34]3[CH2:36][CH2:35]3)=[CH:32][C:17]3[C:18]([C:28]([NH:30][CH3:31])=[O:29])=[C:19]([C:21]4[CH:26]=[CH:25][C:24]([F:27])=[CH:23][CH:22]=4)[O:20][C:16]=3[CH:15]=2)[S:10]([CH3:13])(=[O:12])=[O:11])=[CH:4][C:3]=1[F:37].C([O-])(=O)C.[K+].[B:43]1(B2OC(C)(C)C(C)(C)O2)[O:47]C(C)(C)C(C)(C)[O:44]1. The catalyst is O1CCOCC1.CCOC(C)=O.O.C1C=CC(P(C2C=CC=CC=2)[C-]2C=CC=C2)=CC=1.C1C=CC(P(C2C=CC=CC=2)[C-]2C=CC=C2)=CC=1.Cl[Pd]Cl.[Fe+2].C(Cl)Cl. The product is [CH:34]1([C:33]2[C:14]([N:9]([C:5]3[CH:4]=[C:3]([F:37])[C:2]([B:43]([OH:47])[OH:44])=[C:7]([F:8])[CH:6]=3)[S:10]([CH3:13])(=[O:11])=[O:12])=[CH:15][C:16]3[O:20][C:19]([C:21]4[CH:26]=[CH:25][C:24]([F:27])=[CH:23][CH:22]=4)=[C:18]([C:28](=[O:29])[NH:30][CH3:31])[C:17]=3[CH:32]=2)[CH2:36][CH2:35]1. The yield is 0.190. (3) The yield is 0.780. The reactants are [CH3:1][N:2]1[CH:6]=[C:5]([C:7]2[N:12]=[C:11]([C:13]3[CH:14]=[N:15][NH:16][CH:17]=3)[N:10]3[CH:18]=[CH:19][N:20]=[C:9]3[CH:8]=2)[CH:4]=[N:3]1.[C:21]([O:30][CH3:31])(=[O:29])/[CH:22]=[CH:23]/[CH2:24][C:25]([O:27][CH3:28])=[O:26].C1CCN2C(=NCCC2)CC1. The product is [CH3:1][N:2]1[CH:6]=[C:5]([C:7]2[N:12]=[C:11]([C:13]3[CH:14]=[N:15][N:16]([CH:23]([CH2:24][C:25]([O:27][CH3:28])=[O:26])[CH2:22][C:21]([O:30][CH3:31])=[O:29])[CH:17]=3)[N:10]3[CH:18]=[CH:19][N:20]=[C:9]3[CH:8]=2)[CH:4]=[N:3]1. The catalyst is CC#N. (4) The reactants are [F:1][CH:2]([F:23])[C@H:3]1[N:8]2[N:9]=[CH:10][C:11]([C:12]([OH:14])=O)=[C:7]2[NH:6][C@@H:5]([C:15]2[CH:20]=[CH:19][C:18]([CH2:21][CH3:22])=[CH:17][CH:16]=2)[CH2:4]1.CN(C(ON1N=NC2C=CC=NC1=2)=[N+](C)C)C.F[P-](F)(F)(F)(F)F.C(N(CC)C(C)C)(C)C.[CH2:57]([NH2:67])[C:58]1[CH:66]=[CH:65][C:64]2[O:63][CH2:62][O:61][C:60]=2[CH:59]=1. No catalyst specified. The product is [O:63]1[C:64]2[CH:65]=[CH:66][C:58]([CH2:57][NH:67][C:12]([C:11]3[CH:10]=[N:9][N:8]4[C@H:3]([CH:2]([F:23])[F:1])[CH2:4][C@H:5]([C:15]5[CH:16]=[CH:17][C:18]([CH2:21][CH3:22])=[CH:19][CH:20]=5)[NH:6][C:7]=34)=[O:14])=[CH:59][C:60]=2[O:61][CH2:62]1. The yield is 0.370. (5) The reactants are Cl.[N:2]1([CH2:7][C:8]([OH:10])=O)[CH:6]=[CH:5][N:4]=[N:3]1.[F:11][C:12]1[CH:41]=[CH:40][C:15]([O:16][C:17]2[CH:22]=[CH:21][C:20]([NH:23][C:24]([C@@H:26]3[CH2:30][C@@H:29]([CH2:31][C:32]4[CH:37]=[CH:36][CH:35]=[C:34]([O:38][CH3:39])[CH:33]=4)[CH2:28][NH:27]3)=[O:25])=[CH:19][CH:18]=2)=[CH:14][CH:13]=1. No catalyst specified. The product is [N:2]1([CH2:7][C:8]([N:27]2[CH2:28][C@H:29]([CH2:31][C:32]3[CH:37]=[CH:36][CH:35]=[C:34]([O:38][CH3:39])[CH:33]=3)[CH2:30][C@H:26]2[C:24]([NH:23][C:20]2[CH:21]=[CH:22][C:17]([O:16][C:15]3[CH:14]=[CH:13][C:12]([F:11])=[CH:41][CH:40]=3)=[CH:18][CH:19]=2)=[O:25])=[O:10])[CH:6]=[CH:5][N:4]=[N:3]1. The yield is 0.910. (6) The reactants are [Cl:1][C:2]1[N:7]=[CH:6][C:5]([C@@H:8]2[CH2:12][CH2:11][CH2:10][C@H:9]2[OH:13])=[CH:4][CH:3]=1.CCN(CC)CC.[CH3:21][S:22](Cl)(=[O:24])=[O:23].CCOC(C)=O. The catalyst is C(Cl)Cl. The product is [Cl:1][C:2]1[N:7]=[CH:6][C:5]([C@@H:8]2[CH2:12][CH2:11][CH2:10][C@H:9]2[O:13][S:22]([CH3:21])(=[O:24])=[O:23])=[CH:4][CH:3]=1. The yield is 0.970.